This data is from Catalyst prediction with 721,799 reactions and 888 catalyst types from USPTO. The task is: Predict which catalyst facilitates the given reaction. Reactant: [C:1]([C:3]1[C:4]2[N:13]([CH:14]3[CH2:18][CH2:17][CH2:16][CH2:15]3)[N:12]=[C:11]([C:19]3[CH:20]=[C:21]([C:24]([NH2:26])=[O:25])[S:22][CH:23]=3)[C:5]=2[C:6]([O:9]C)=[N:7][CH:8]=1)#[N:2].[I-].[Na+].Cl[Si](C)(C)C. Product: [C:1]([C:3]1[C:4]2[N:13]([CH:14]3[CH2:18][CH2:17][CH2:16][CH2:15]3)[N:12]=[C:11]([C:19]3[CH:20]=[C:21]([C:24]([NH2:26])=[O:25])[S:22][CH:23]=3)[C:5]=2[C:6](=[O:9])[NH:7][CH:8]=1)#[N:2]. The catalyst class is: 10.